Dataset: Reaction yield outcomes from USPTO patents with 853,638 reactions. Task: Predict the reaction yield, written as a fraction of the theoretical maximum amount of product (1.0 means a 100% yield; for example, 0.34 means a 34% yield). (1) The reactants are [CH3:1][NH:2][C:3]([C@@H:5]1[CH2:9][CH2:8][CH2:7][C@@H:6]1[NH:10][C:11]1[C:16]([Cl:17])=[CH:15][N:14]=[C:13](Cl)[N:12]=1)=[O:4].[NH2:19][C:20]1[C:36]([O:37][CH3:38])=[CH:35][C:23]2[CH2:24][CH2:25][N:26]([CH2:29][C:30]([N:32]([CH3:34])[CH3:33])=[O:31])[CH2:27][CH2:28][C:22]=2[CH:21]=1.C12(CS(O)(=O)=O)C(C)(C)C(CC1)CC2=O. The catalyst is C(O)(C)C. The product is [CH3:1][NH:2][C:3]([C@@H:5]1[CH2:9][CH2:8][CH2:7][C@@H:6]1[NH:10][C:11]1[C:16]([Cl:17])=[CH:15][N:14]=[C:13]([NH:19][C:20]2[C:36]([O:37][CH3:38])=[CH:35][C:23]3[CH2:24][CH2:25][N:26]([CH2:29][C:30](=[O:31])[N:32]([CH3:33])[CH3:34])[CH2:27][CH2:28][C:22]=3[CH:21]=2)[N:12]=1)=[O:4]. The yield is 0.510. (2) The reactants are [Br:1][C:2]1[CH:3]=[C:4]([CH:7]=[C:8]([N+:11]([O-])=O)[C:9]=1[OH:10])[C:5]#[N:6].B.C1COCC1.B.Cl. The catalyst is C1COCC1. The product is [NH2:11][C:8]1[CH:7]=[C:4]([CH2:5][NH2:6])[CH:3]=[C:2]([Br:1])[C:9]=1[OH:10]. The yield is 0.190. (3) The reactants are [Br:1][C:2]1[C:3]([OH:16])=[C:4]2[C:9](=[CH:10][CH:11]=1)[N:8]([C:12](=[O:14])[CH3:13])[C@@H:7]([CH3:15])[CH2:6][CH2:5]2.Cl[C:18]1[N:27]=[CH:26][C:25]2[C:20](=[CH:21][CH:22]=[CH:23][CH:24]=2)[N:19]=1.C(=O)([O-])[O-].[K+].[K+].O. The catalyst is CN(C)C=O. The product is [Br:1][C:2]1[C:3]([O:16][C:18]2[N:27]=[CH:26][C:25]3[C:20](=[CH:21][CH:22]=[CH:23][CH:24]=3)[N:19]=2)=[C:4]2[C:9](=[CH:10][CH:11]=1)[N:8]([C:12](=[O:14])[CH3:13])[C@@H:7]([CH3:15])[CH2:6][CH2:5]2. The yield is 0.630. (4) The reactants are [Cl:1][C:2]1[C:7]([Cl:8])=[CH:6][CH:5]=[CH:4][C:3]=1[N:9]1[CH2:14][CH2:13][N:12]([CH2:15][CH2:16][CH2:17][CH:18]=[CH:19][C:20]2[N:29]=[C:28]3[C:23]([CH:24]=[C:25]([CH3:31])[C:26](=[O:30])[NH:27]3)=[CH:22][CH:21]=2)[CH2:11][CH2:10]1. The catalyst is C1COCC1.CCO.[Ni]. The product is [Cl:1][C:2]1[C:7]([Cl:8])=[CH:6][CH:5]=[CH:4][C:3]=1[N:9]1[CH2:14][CH2:13][N:12]([CH2:15][CH2:16][CH2:17][CH2:18][CH2:19][C:20]2[N:29]=[C:28]3[C:23]([CH:24]=[C:25]([CH3:31])[C:26](=[O:30])[NH:27]3)=[CH:22][CH:21]=2)[CH2:11][CH2:10]1. The yield is 0.514. (5) The reactants are O[C:2]12[CH2:21][CH:20]([O:22][CH3:23])[CH2:19][CH:3]1[NH:4][C:5]([C:7]1[C:8]([CH3:18])=[CH:9][C:10]([CH3:17])=[C:11]([CH:16]=1)[C:12]([O:14][CH3:15])=[O:13])=[N:6]2.C1(C)C=CC(S(O)(=O)=O)=CC=1. The catalyst is CN(C)C=O. The product is [CH3:23][O:22][CH:20]1[CH2:21][C:2]2[NH:6][C:5]([C:7]3[C:8]([CH3:18])=[CH:9][C:10]([CH3:17])=[C:11]([CH:16]=3)[C:12]([O:14][CH3:15])=[O:13])=[N:4][C:3]=2[CH2:19]1. The yield is 0.660. (6) The reactants are [C:1]([O:4][CH2:5][C:6]1[CH:32]=[CH:31][C:9]2[N:10]3[C:28]([C:29]#[N:30])=[CH:27][CH:26]=[C:11]3[C:12]3([CH2:18][CH2:17][N:16](C(OC(C)(C)C)=O)[CH2:15][CH2:14]3)[O:13][C:8]=2[CH:7]=1)(=[O:3])[CH3:2].C(O)(C(F)(F)F)=O. The catalyst is C(Cl)Cl. The product is [C:1]([O:4][CH2:5][C:6]1[CH:32]=[CH:31][C:9]2[N:10]3[C:28]([C:29]#[N:30])=[CH:27][CH:26]=[C:11]3[C:12]3([CH2:14][CH2:15][NH:16][CH2:17][CH2:18]3)[O:13][C:8]=2[CH:7]=1)(=[O:3])[CH3:2]. The yield is 0.620. (7) The product is [N:1]1[C:10]2[CH:9]([N:11]([CH2:12][C:13]3[CH:14]=[CH:15][C:16]([CH2:17][NH:18][S:19]([C:22]4[CH:27]=[CH:26][CH:25]=[CH:24][N:23]=4)(=[O:20])=[O:21])=[CH:28][CH:29]=3)[CH2:45][C:37]3[N:36]([CH2:35][O:34][CH2:33][CH2:32][Si:31]([CH3:30])([CH3:47])[CH3:48])[C:40]4[CH:41]=[CH:42][CH:43]=[CH:44][C:39]=4[N:38]=3)[CH2:8][CH2:7][CH2:6][C:5]=2[CH:4]=[CH:3][CH:2]=1. The yield is 0.410. The reactants are [N:1]1[C:10]2[CH:9]([NH:11][CH2:12][C:13]3[CH:29]=[CH:28][C:16]([CH2:17][NH:18][S:19]([C:22]4[CH:27]=[CH:26][CH:25]=[CH:24][N:23]=4)(=[O:21])=[O:20])=[CH:15][CH:14]=3)[CH2:8][CH2:7][CH2:6][C:5]=2[CH:4]=[CH:3][CH:2]=1.[CH3:30][Si:31]([CH3:48])([CH3:47])[CH2:32][CH2:33][O:34][CH2:35][N:36]1[C:40]2[CH:41]=[CH:42][CH:43]=[CH:44][C:39]=2[N:38]=[C:37]1[CH:45]=O.[BH-](OC(C)=O)(OC(C)=O)OC(C)=O.[Na+]. No catalyst specified.